The task is: Predict the reaction yield, written as a fraction of the theoretical maximum amount of product (1.0 means a 100% yield; for example, 0.34 means a 34% yield).. This data is from Reaction yield outcomes from USPTO patents with 853,638 reactions. (1) The reactants are O.[OH-].[Li+].[CH:4]1([C:7]2[O:8][CH:9]=[C:10]([CH2:12][C:13]([O:15]CC)=[O:14])[N:11]=2)[CH2:6][CH2:5]1. The catalyst is C1COCC1.O. The product is [CH:4]1([C:7]2[O:8][CH:9]=[C:10]([CH2:12][C:13]([OH:15])=[O:14])[N:11]=2)[CH2:5][CH2:6]1. The yield is 0.660. (2) The yield is 0.550. The product is [C:1]([O:5][C:6]([N:8]1[CH2:13][CH2:12][C:11]2[N:25]=[C:24]([NH2:26])[N:23]=[CH:15][C:10]=2[CH2:9]1)=[O:7])([CH3:4])([CH3:2])[CH3:3]. The reactants are [C:1]([O:5][C:6]([N:8]1[CH2:13][CH2:12][C:11](=O)[C:10](=[CH:15]N(C)C)[CH2:9]1)=[O:7])([CH3:4])([CH3:3])[CH3:2].C(=O)(O)O.[NH2:23][C:24]([NH2:26])=[NH:25].O.O.O.C([O-])(=O)C.[Na+]. The catalyst is CO. (3) The reactants are [NH2:1][C:2]1[C:11]([Cl:12])=[N:10][CH:9]=[CH:8][C:3]=1[C:4](OC)=[O:5].[BH4-].[Li+]. The catalyst is C1COCC1. The product is [NH2:1][C:2]1[C:11]([Cl:12])=[N:10][CH:9]=[CH:8][C:3]=1[CH2:4][OH:5]. The yield is 0.710. (4) The reactants are [CH2:1]([O:8][C:9]([NH:11][C@@H:12]1[CH2:17][CH2:16][CH2:15][CH2:14][C@H:13]1[CH2:18]OS(C1C=CC(C)=CC=1)(=O)=O)=[O:10])[C:2]1[CH:7]=[CH:6][CH:5]=[CH:4][CH:3]=1.[F:30][C:31]1[CH:36]=[CH:35][C:34]([CH2:37][CH2:38][CH2:39][NH:40][CH3:41])=[CH:33][CH:32]=1.C(=O)([O-])[O-].[K+].[K+]. The catalyst is CC(C)=O. The product is [CH2:1]([O:8][C:9](=[O:10])[NH:11][C@@H:12]1[CH2:17][CH2:16][CH2:15][CH2:14][C@H:13]1[CH2:18][N:40]([CH2:39][CH2:38][CH2:37][C:34]1[CH:33]=[CH:32][C:31]([F:30])=[CH:36][CH:35]=1)[CH3:41])[C:2]1[CH:3]=[CH:4][CH:5]=[CH:6][CH:7]=1. The yield is 0.640.